Dataset: Forward reaction prediction with 1.9M reactions from USPTO patents (1976-2016). Task: Predict the product of the given reaction. (1) The product is: [Br:17][C:18]1[CH:19]=[C:20]([NH:21][C:9]2[C:4]3[CH:3]=[C:2]([F:1])[N:12]=[CH:11][C:5]=3[N:6]=[CH:7][N:8]=2)[CH:22]=[CH:23][C:24]=1[Cl:25]. Given the reactants [F:1][C:2]1[N:12]=[CH:11][C:5]2[NH:6][C:7](=O)[N:8]=[CH:9][C:4]=2[CH:3]=1.S(Cl)(Cl)=O.[Br:17][C:18]1[CH:19]=[C:20]([CH:22]=[CH:23][C:24]=1[Cl:25])[NH2:21], predict the reaction product. (2) Given the reactants Cl[C:2]1[C:7]([N+:8]([O-:10])=[O:9])=[CH:6][C:5]([N+:11]([O-:13])=[O:12])=[CH:4][N:3]=1.[NH2:14][CH2:15][CH2:16][CH:17]([C:22]1[CH:27]=[CH:26][CH:25]=[CH:24][CH:23]=1)[C:18]([O:20][CH3:21])=[O:19], predict the reaction product. The product is: [N+:8]([C:7]1[C:2]([NH:14][CH2:15][CH2:16][CH:17]([C:22]2[CH:23]=[CH:24][CH:25]=[CH:26][CH:27]=2)[C:18]([O:20][CH3:21])=[O:19])=[N:3][CH:4]=[C:5]([N+:11]([O-:13])=[O:12])[CH:6]=1)([O-:10])=[O:9]. (3) Given the reactants [CH:1]([C:4]1[CH:9]=[CH:8][CH:7]=[CH:6][C:5]=1[NH:10][C:11]([NH:13][C:14]([NH:16][CH:17]1[CH2:25][C:24]2[C:19](=[CH:20][CH:21]=[C:22]([C:26]3[N:30]=[CH:29][N:28]([C:31]4[CH:36]=[CH:35][C:34]([O:37][C:38]([F:41])([F:40])[F:39])=[CH:33][CH:32]=4)[N:27]=3)[CH:23]=2)[CH2:18]1)=[O:15])=[S:12])([CH3:3])[CH3:2].C(=O)([O-])[O-].[K+].[K+].Br[CH2:49][CH:50](Br)[CH3:51], predict the reaction product. The product is: [CH:1]([C:4]1[CH:9]=[CH:8][CH:7]=[CH:6][C:5]=1[N:10]1[CH:50]([CH3:51])[CH2:49][S:12]/[C:11]/1=[N:13]\[C:14]([NH:16][CH:17]1[CH2:25][C:24]2[C:19](=[CH:20][CH:21]=[C:22]([C:26]3[N:30]=[CH:29][N:28]([C:31]4[CH:32]=[CH:33][C:34]([O:37][C:38]([F:41])([F:40])[F:39])=[CH:35][CH:36]=4)[N:27]=3)[CH:23]=2)[CH2:18]1)=[O:15])([CH3:3])[CH3:2]. (4) Given the reactants [CH3:1][O:2][P:3]([CH2:7][CH2:8][C@@H:9]1[C@@H:13]([O:14][CH3:15])[C@@H:12]([O:16][Si](C(C)(C)C)(C)C)[C@H:11]([N:24]2[CH:32]=[N:31][C:30]3[C:25]2=[N:26][CH:27]=[N:28][C:29]=3[NH:33][C:34](=[O:41])[C:35]2[CH:40]=[CH:39][CH:38]=[CH:37][CH:36]=2)[O:10]1)(=[O:6])[O:4][CH3:5].CCCC[N+](CCCC)(CCCC)CCCC.[F-], predict the reaction product. The product is: [CH3:5][O:4][P:3]([CH2:7][CH2:8][C@@H:9]1[C@@H:13]([O:14][CH3:15])[C@@H:12]([OH:16])[C@H:11]([N:24]2[CH:32]=[N:31][C:30]3[C:25]2=[N:26][CH:27]=[N:28][C:29]=3[NH:33][C:34](=[O:41])[C:35]2[CH:36]=[CH:37][CH:38]=[CH:39][CH:40]=2)[O:10]1)(=[O:6])[O:2][CH3:1]. (5) The product is: [Cl:1][C:2]1[CH:7]=[C:6]([C:8]([OH:17])([C:9]([F:10])([F:11])[F:12])[C:13]([F:15])([F:16])[F:14])[CH:5]=[CH:4][C:3]=1[N:18]([CH2:29][CH3:30])[CH2:19][CH2:20][CH2:21][C:22]1[CH:23]=[CH:24][CH:25]=[CH:26][CH:27]=1. Given the reactants [Cl:1][C:2]1[CH:7]=[C:6]([C:8]([OH:17])([C:13]([F:16])([F:15])[F:14])[C:9]([F:12])([F:11])[F:10])[CH:5]=[CH:4][C:3]=1[N:18]([CH2:29][CH3:30])[C:19](=O)[CH2:20][CH2:21][C:22]1[CH:27]=[CH:26][CH:25]=[CH:24][CH:23]=1.B.C1COCC1, predict the reaction product. (6) Given the reactants [CH3:1][C:2]1[N:7]=[C:6]([C:8]([N:10]2[C@H:16]([CH2:17]O)[CH2:15][C@@H:14]3[C@@H:12]([CH2:13]3)[CH2:11]2)=[O:9])[C:5]([C:19]2[N:24]=[CH:23][CH:22]=[CH:21][N:20]=2)=[CH:4][CH:3]=1.[C:25]1(=[O:35])[NH:29][C:28](=[O:30])[C:27]2=[CH:31][CH:32]=[CH:33][CH:34]=[C:26]12.C1(P(C2C=CC=CC=2)C2C=CC=CC=2)C=CC=CC=1.CC(OC(/N=N/C(OC(C)C)=O)=O)C, predict the reaction product. The product is: [CH3:1][C:2]1[N:7]=[C:6]([C:8]([N:10]2[C@H:16]([CH2:17][N:29]3[C:25](=[O:35])[C:26]4[C:27](=[CH:31][CH:32]=[CH:33][CH:34]=4)[C:28]3=[O:30])[CH2:15][C@@H:14]3[C@@H:12]([CH2:13]3)[CH2:11]2)=[O:9])[C:5]([C:19]2[N:24]=[CH:23][CH:22]=[CH:21][N:20]=2)=[CH:4][CH:3]=1. (7) Given the reactants [Cl:1][C:2]1[CH:38]=[CH:37][C:5]2[NH:6][C:7]([C@@H:9]([NH:11][C:12](=[O:36])[C:13]3[CH:18]=[CH:17][C:16]([C:19]([N:21]4[CH2:25][CH2:24][CH2:23][C@H:22]4[CH2:26][NH:27]C(OC(C)(C)C)=O)=[O:20])=[C:15]([Cl:35])[CH:14]=3)[CH3:10])=[N:8][C:4]=2[CH:3]=1.FC(F)(F)C(O)=O.ClCCl.CO.N.ClCl, predict the reaction product. The product is: [Cl:1][C:2]1[CH:38]=[CH:37][C:5]2[NH:6][C:7]([C@@H:9]([NH:11][C:12](=[O:36])[C:13]3[CH:18]=[CH:17][C:16]([C:19]([N:21]4[CH2:25][CH2:24][CH2:23][C@H:22]4[CH2:26][NH2:27])=[O:20])=[C:15]([Cl:35])[CH:14]=3)[CH3:10])=[N:8][C:4]=2[CH:3]=1.